The task is: Predict the product of the given reaction.. This data is from Forward reaction prediction with 1.9M reactions from USPTO patents (1976-2016). Given the reactants C(=O)C.Cl.CNO.[C:8]1([CH:14]=[N+:15]([CH3:17])[O-:16])C=CC=CC=1.[CH3:18][CH:19]=[N+:20]([CH3:22])[O-:21].[CH2:23]([N:26]1[C:38]2[C:37]3[CH:36]=[CH:35][CH:34]=[CH:33][C:32]=3[N:31]=[C:30]([NH2:39])[C:29]=2[N:28]=[C:27]1[CH2:40][O:41][CH2:42][CH3:43])[CH:24]=[CH2:25], predict the reaction product. The product is: [CH3:8][CH:14]=[N+:15]([CH3:17])[O-:16].[CH3:22][N:20]1[CH:19]([CH3:18])[CH2:25][CH:24]([CH2:23][N:26]2[C:38]3[C:37]4[CH:36]=[CH:35][CH:34]=[CH:33][C:32]=4[N:31]=[C:30]([NH2:39])[C:29]=3[N:28]=[C:27]2[CH2:40][O:41][CH2:42][CH3:43])[O:21]1.